This data is from NCI-60 drug combinations with 297,098 pairs across 59 cell lines. The task is: Regression. Given two drug SMILES strings and cell line genomic features, predict the synergy score measuring deviation from expected non-interaction effect. (1) Drug 1: C(=O)(N)NO. Drug 2: CC1=C(C(=O)C2=C(C1=O)N3CC4C(C3(C2COC(=O)N)OC)N4)N. Cell line: SK-MEL-5. Synergy scores: CSS=42.9, Synergy_ZIP=1.11, Synergy_Bliss=1.17, Synergy_Loewe=-49.5, Synergy_HSA=1.79. (2) Drug 1: CC1=CC=C(C=C1)C2=CC(=NN2C3=CC=C(C=C3)S(=O)(=O)N)C(F)(F)F. Drug 2: C1CC(=O)NC(=O)C1N2C(=O)C3=CC=CC=C3C2=O. Cell line: RXF 393. Synergy scores: CSS=-3.50, Synergy_ZIP=3.01, Synergy_Bliss=2.57, Synergy_Loewe=-2.44, Synergy_HSA=-1.78. (3) Drug 1: C1=CC(=CC=C1CCCC(=O)O)N(CCCl)CCCl. Drug 2: CCC(=C(C1=CC=CC=C1)C2=CC=C(C=C2)OCCN(C)C)C3=CC=CC=C3.C(C(=O)O)C(CC(=O)O)(C(=O)O)O. Cell line: PC-3. Synergy scores: CSS=11.1, Synergy_ZIP=-5.84, Synergy_Bliss=-7.26, Synergy_Loewe=-5.92, Synergy_HSA=-5.49. (4) Drug 1: C1=CN(C=N1)CC(O)(P(=O)(O)O)P(=O)(O)O. Drug 2: C1CNP(=O)(OC1)N(CCCl)CCCl. Cell line: U251. Synergy scores: CSS=4.79, Synergy_ZIP=1.98, Synergy_Bliss=-3.41, Synergy_Loewe=4.49, Synergy_HSA=-0.364. (5) Drug 1: CN1C2=C(C=C(C=C2)N(CCCl)CCCl)N=C1CCCC(=O)O.Cl. Drug 2: COC1=NC(=NC2=C1N=CN2C3C(C(C(O3)CO)O)O)N. Cell line: U251. Synergy scores: CSS=7.13, Synergy_ZIP=2.30, Synergy_Bliss=-2.41, Synergy_Loewe=-0.655, Synergy_HSA=-0.256. (6) Drug 2: CC12CCC3C(C1CCC2O)C(CC4=C3C=CC(=C4)O)CCCCCCCCCS(=O)CCCC(C(F)(F)F)(F)F. Cell line: HL-60(TB). Synergy scores: CSS=3.18, Synergy_ZIP=1.99, Synergy_Bliss=7.91, Synergy_Loewe=-7.88, Synergy_HSA=-1.02. Drug 1: CCC1=C2CN3C(=CC4=C(C3=O)COC(=O)C4(CC)O)C2=NC5=C1C=C(C=C5)O. (7) Drug 1: CN1CCC(CC1)COC2=C(C=C3C(=C2)N=CN=C3NC4=C(C=C(C=C4)Br)F)OC. Drug 2: CC(C)CN1C=NC2=C1C3=CC=CC=C3N=C2N. Cell line: U251. Synergy scores: CSS=1.23, Synergy_ZIP=-0.809, Synergy_Bliss=-1.18, Synergy_Loewe=-3.81, Synergy_HSA=-2.82. (8) Drug 1: CC1=C(C=C(C=C1)C(=O)NC2=CC(=CC(=C2)C(F)(F)F)N3C=C(N=C3)C)NC4=NC=CC(=N4)C5=CN=CC=C5. Drug 2: CC(C)(C#N)C1=CC(=CC(=C1)CN2C=NC=N2)C(C)(C)C#N. Cell line: SNB-19. Synergy scores: CSS=3.02, Synergy_ZIP=-0.836, Synergy_Bliss=-0.332, Synergy_Loewe=0.627, Synergy_HSA=-0.0321. (9) Drug 1: CC1C(C(CC(O1)OC2CC(CC3=C2C(=C4C(=C3O)C(=O)C5=C(C4=O)C(=CC=C5)OC)O)(C(=O)C)O)N)O.Cl. Drug 2: C1=CC(=CC=C1CC(C(=O)O)N)N(CCCl)CCCl.Cl. Cell line: K-562. Synergy scores: CSS=40.3, Synergy_ZIP=8.92, Synergy_Bliss=15.7, Synergy_Loewe=9.55, Synergy_HSA=13.4.